Dataset: Catalyst prediction with 721,799 reactions and 888 catalyst types from USPTO. Task: Predict which catalyst facilitates the given reaction. (1) Reactant: Cl[CH2:2][C:3]1[O:4][C:5]([C:8]2[CH:13]=[CH:12][C:11]([CH3:14])=[CH:10][CH:9]=2)=[N:6][N:7]=1.[Cl:15][C:16]1[CH:21]=[CH:20][CH:19]=[CH:18][C:17]=1[N:22]1[C:26]([SH:27])=[N:25][N:24]=[C:23]1[C:28]1[CH:33]=[CH:32][N:31]=[C:30]([OH:34])[CH:29]=1.C([O-])([O-])=O.[K+].[K+]. Product: [C:11]1([CH3:14])[CH:12]=[CH:13][C:8]([C:5]2[O:4][C:3]([CH2:2][S:27][C:26]3[N:22]([C:17]4[CH:18]=[CH:19][CH:20]=[CH:21][C:16]=4[Cl:15])[C:23]([C:28]4[CH:33]=[CH:32][N:31]=[C:30]([OH:34])[CH:29]=4)=[N:24][N:25]=3)=[N:7][N:6]=2)=[CH:9][CH:10]=1. The catalyst class is: 10. (2) Reactant: [CH3:1][O:2][C:3]1[CH:4]=[CH:5][C:6]2[C:7]([CH:21]=1)=[N:8][C:9]1[C:10]([C:18]([OH:20])=O)=[CH:11][N:12]([CH3:17])[C:13](=[O:16])[C:14]=1[CH:15]=2.[CH:22]1[N:26]=[CH:25][N:24]([C:27](N2C=NC=C2)=O)[CH:23]=1. Product: [CH3:25][N:24]([CH3:27])[CH2:23][CH2:22][NH:26][C:18]([C:10]1[C:9]2[N:8]=[C:7]3[CH:21]=[C:3]([O:2][CH3:1])[CH:4]=[CH:5][C:6]3=[CH:15][C:14]=2[C:13](=[O:16])[N:12]([CH3:17])[CH:11]=1)=[O:20]. The catalyst class is: 10. (3) The catalyst class is: 182. Reactant: [CH2:1]([O:3][C:4]1[CH:9]=[CH:8][CH:7]=[C:6]([F:10])[C:5]=1[F:11])[CH3:2].C([Li])CCC.[CH2:17]([O:21][C:22]1[CH:27]=[CH:26][C:25]([CH:28]2[CH2:33][CH2:32][C:31](=[O:34])[CH2:30][CH2:29]2)=[C:24]([F:35])[C:23]=1[F:36])[CH2:18][CH2:19][CH3:20].[Cl-].[NH4+]. Product: [CH2:1]([O:3][C:4]1[CH:9]=[CH:8][C:7]([C:31]2([OH:34])[CH2:32][CH2:33][CH:28]([C:25]3[CH:26]=[CH:27][C:22]([O:21][CH2:17][CH2:18][CH2:19][CH3:20])=[C:23]([F:36])[C:24]=3[F:35])[CH2:29][CH2:30]2)=[C:6]([F:10])[C:5]=1[F:11])[CH3:2]. (4) Reactant: [Cl:1][C:2]1[N:10]=[C:9]2[C:5]([NH:6][CH:7]=[N:8]2)=[C:4]([Cl:11])[N:3]=1.[F-].[CH2:13]([N+](CCCC)(CCCC)CCCC)CCC.CI. Product: [Cl:1][C:2]1[N:10]=[C:9]2[C:5]([N:6]=[CH:7][N:8]2[CH3:13])=[C:4]([Cl:11])[N:3]=1. The catalyst class is: 56. (5) Reactant: [C:1]([C:9]1[C:10](=[O:20])[N:11]([CH3:19])[C:12](=[O:18])[N:13]([CH3:17])[C:14]=1[CH2:15]Br)(=O)[C:2]1[CH:7]=[CH:6][CH:5]=[CH:4][CH:3]=1.[NH2:21][C:22]1[CH:27]=[C:26]([Cl:28])[C:25]([N+:29]([O-:31])=[O:30])=[CH:24][C:23]=1[OH:32]. Product: [Cl:28][C:26]1[C:25]([N+:29]([O-:31])=[O:30])=[CH:24][C:23]([OH:32])=[C:22]([N:21]2[C:1]([C:2]3[CH:7]=[CH:6][CH:5]=[CH:4][CH:3]=3)=[C:9]3[C:14]([N:13]([CH3:17])[C:12](=[O:18])[N:11]([CH3:19])[C:10]3=[O:20])=[CH:15]2)[CH:27]=1. The catalyst class is: 8. (6) Reactant: [CH3:1][N:2]([C:14]1[N:23]=[C:22]([NH2:24])[C:21]2[C:16](=[CH:17][C:18]([O:27][CH3:28])=[C:19]([O:25][CH3:26])[CH:20]=2)[N:15]=1)[CH2:3][CH2:4][CH2:5][NH:6][C:7]([CH:9]1[O:13][CH2:12][CH2:11][CH2:10]1)=[O:8].C1CCCCC1.[ClH:35]. Product: [CH3:1][N:2]([C:14]1[N:23]=[C:22]([NH2:24])[C:21]2[C:16](=[CH:17][C:18]([O:27][CH3:28])=[C:19]([O:25][CH3:26])[CH:20]=2)[N:15]=1)[CH2:3][CH2:4][CH2:5][NH:6][C:7]([CH:9]1[O:13][CH2:12][CH2:11][CH2:10]1)=[O:8].[ClH:35]. The catalyst class is: 32. (7) Reactant: Br[C:2]1[C:10]2[O:9][CH2:8][C:7]([CH3:12])([CH3:11])[C:6]=2[C:5]([O:13][Si:14]([CH:21]([CH3:23])[CH3:22])([CH:18]([CH3:20])[CH3:19])[CH:15]([CH3:17])[CH3:16])=[CH:4][CH:3]=1.[CH3:24]N(C)CCN(C)C.C([Li])CCC.CCCCCC.CI. Product: [CH3:16][CH:15]([Si:14]([CH:21]([CH3:23])[CH3:22])([CH:18]([CH3:20])[CH3:19])[O:13][C:5]1[C:6]2[C:7]([CH3:12])([CH3:11])[CH2:8][O:9][C:10]=2[C:2]([CH3:24])=[CH:3][CH:4]=1)[CH3:17]. The catalyst class is: 1.